From a dataset of Full USPTO retrosynthesis dataset with 1.9M reactions from patents (1976-2016). Predict the reactants needed to synthesize the given product. (1) Given the product [C:1]([C:5]1[O:6][C:7]([Sn:23]([CH3:25])([CH3:24])[CH3:22])=[C:8]([C:10]2[CH:11]=[CH:12][C:13]([F:16])=[CH:14][CH:15]=2)[N:9]=1)([CH3:4])([CH3:2])[CH3:3], predict the reactants needed to synthesize it. The reactants are: [C:1]([C:5]1[O:6][CH:7]=[C:8]([C:10]2[CH:15]=[CH:14][C:13]([F:16])=[CH:12][CH:11]=2)[N:9]=1)([CH3:4])([CH3:3])[CH3:2].C([Li])(C)(C)C.[CH3:22][Sn:23](Cl)([CH3:25])[CH3:24].[Cl-].[NH4+]. (2) The reactants are: [Cl:1][C:2]1[CH:7]=[C:6]([Cl:8])[CH:5]=[CH:4][C:3]=1[C:9](Cl)=[N:10][OH:11].[Cl:13][C:14]1[CH:19]=[CH:18][CH:17]=[CH:16][C:15]=1[C:20]#[C:21][CH:22]([C:24]1[CH:25]=[N:26][CH:27]=[CH:28][CH:29]=1)[OH:23].C(=O)(O)[O-].[Na+]. Given the product [Cl:13][C:14]1[CH:19]=[CH:18][CH:17]=[CH:16][C:15]=1[C:20]1[O:11][N:10]=[C:9]([C:3]2[CH:4]=[CH:5][C:6]([Cl:8])=[CH:7][C:2]=2[Cl:1])[C:21]=1[CH:22]([C:24]1[CH:25]=[N:26][CH:27]=[CH:28][CH:29]=1)[OH:23], predict the reactants needed to synthesize it. (3) The reactants are: [CH3:1][N:2]1[CH:6]=[CH:5][N:4]=[C:3]1[S:7][CH2:8][CH2:9][S:10][C:11]1[CH:16]=[CH:15][C:14]([N+:17]([O-])=O)=[CH:13][CH:12]=1.[Cl-].[Ca+2].[Cl-]. Given the product [CH3:1][N:2]1[CH:6]=[CH:5][N:4]=[C:3]1[S:7][CH2:8][CH2:9][S:10][C:11]1[CH:16]=[CH:15][C:14]([NH2:17])=[CH:13][CH:12]=1, predict the reactants needed to synthesize it. (4) Given the product [CH2:1]([O:3][C:4]([C@H:6]1[CH2:8][C@@H:7]1[C:9]1[CH:10]=[CH:11][C:12]([O:15][C@H:16]2[C:24]3[C:19](=[C:20]([O:26][C:27]4[CH:32]=[CH:31][C:30]([O:33][CH2:37][CH2:36][C:35]([OH:34])([CH3:50])[CH3:49])=[CH:29][CH:28]=4)[CH:21]=[CH:22][C:23]=3[F:25])[CH2:18][CH2:17]2)=[CH:13][CH:14]=1)=[O:5])[CH3:2], predict the reactants needed to synthesize it. The reactants are: [CH2:1]([O:3][C:4]([C@H:6]1[CH2:8][C@@H:7]1[C:9]1[CH:14]=[CH:13][C:12]([O:15][C@H:16]2[C:24]3[C:19](=[C:20]([O:26][C:27]4[CH:32]=[CH:31][C:30]([OH:33])=[CH:29][CH:28]=4)[CH:21]=[CH:22][C:23]=3[F:25])[CH2:18][CH2:17]2)=[CH:11][CH:10]=1)=[O:5])[CH3:2].[OH:34][C:35]([CH3:50])([CH3:49])[CH2:36][CH2:37]OS(C1C=CC(C)=CC=1)(=O)=O.C(=O)([O-])[O-].[Cs+].[Cs+]. (5) Given the product [Cl:1][C:2]1[C:19]([C:20]2[CH:21]=[N:22][C:23]([C:28]([F:29])([F:30])[F:31])=[CH:24][C:25]=2[C:26]#[N:27])=[CH:18][C:5]([C:6]([N:8]([C:10]2[CH:15]=[CH:14][CH:13]=[CH:12][C:11]=2[O:16][CH3:17])[CH3:9])=[O:7])=[C:4]([O:32][CH2:40][CH2:39][CH2:38][C:36]2[CH:35]=[N:34][O:33][CH:37]=2)[CH:3]=1, predict the reactants needed to synthesize it. The reactants are: [Cl:1][C:2]1[C:19]([C:20]2[CH:21]=[N:22][C:23]([C:28]([F:31])([F:30])[F:29])=[CH:24][C:25]=2[C:26]#[N:27])=[CH:18][C:5]([C:6]([N:8]([C:10]2[CH:15]=[CH:14][CH:13]=[CH:12][C:11]=2[O:16][CH3:17])[CH3:9])=[O:7])=[C:4]([OH:32])[CH:3]=1.[O:33]1[CH:37]=[C:36]([CH2:38][CH2:39][CH2:40]O)[CH:35]=[N:34]1.C1(P(C2C=CC=CC=2)C2C=CC=CC=2)C=CC=CC=1.CC(OC(/N=N/C(OC(C)C)=O)=O)C. (6) Given the product [Br:11][C:2]1[C:7]([CH3:8])=[C:6]([CH3:9])[C:5]([CH3:10])=[CH:4][N:3]=1, predict the reactants needed to synthesize it. The reactants are: N[C:2]1[C:7]([CH3:8])=[C:6]([CH3:9])[C:5]([CH3:10])=[CH:4][N:3]=1.[BrH:11].BrBr.N([O-])=O.[Na+].[OH-].[Na+].